The task is: Predict the reaction yield, written as a fraction of the theoretical maximum amount of product (1.0 means a 100% yield; for example, 0.34 means a 34% yield).. This data is from Reaction yield outcomes from USPTO patents with 853,638 reactions. (1) The reactants are [F:1][C:2]([F:11])([F:10])/[CH:3]=[CH:4]/[C:5]([O:7][CH2:8][CH3:9])=[O:6].[N+:12]([CH3:15])([O-:14])=[O:13].CN(C)C(=N)N(C)C.S(=O)(=O)(O)O. The catalyst is O. The product is [CH2:8]([O:7][C:5](=[O:6])[CH2:4][CH:3]([CH2:15][N+:12]([O-:14])=[O:13])[C:2]([F:10])([F:11])[F:1])[CH3:9]. The yield is 0.980. (2) The reactants are [F:1][C:2]([F:20])([F:19])[C:3](=O)[CH2:4][C:5]([C:7]1[CH:17]=[CH:16][C:10]2[O:11][CH2:12][C:13](=[O:15])[NH:14][C:9]=2[CH:8]=1)=O.[CH3:21][C:22]1[CH:31]=[CH:30][C:25]([CH2:26][CH2:27][NH:28][NH2:29])=[CH:24][CH:23]=1. The catalyst is C(N(CC)CC)C. The product is [CH3:21][C:22]1[CH:31]=[CH:30][C:25]([CH2:26][CH2:27][N:28]2[C:5]([C:7]3[CH:17]=[CH:16][C:10]4[O:11][CH2:12][C:13](=[O:15])[NH:14][C:9]=4[CH:8]=3)=[CH:4][C:3]([C:2]([F:20])([F:19])[F:1])=[N:29]2)=[CH:24][CH:23]=1. The yield is 0.240.